Dataset: Forward reaction prediction with 1.9M reactions from USPTO patents (1976-2016). Task: Predict the product of the given reaction. Given the reactants [NH2:1][CH2:2][CH2:3][CH2:4][C@:5]1([C:24]2[CH:29]=[CH:28][CH:27]=[CH:26][CH:25]=2)[N:9]([C:10](=[O:15])[C@@H:11]([O:13][CH3:14])[CH3:12])[N:8]=[C:7]([C:16]2[CH:21]=[C:20]([F:22])[CH:19]=[CH:18][C:17]=2[F:23])[S:6]1.[ClH:30].[C:31](=[NH:35])(OC)[CH3:32].C(N(CC)CC)C, predict the reaction product. The product is: [ClH:30].[F:23][C:17]1[CH:18]=[CH:19][C:20]([F:22])=[CH:21][C:16]=1[C:7]1[S:6][C@@:5]([CH2:4][CH2:3][CH2:2][NH:1][C:31](=[NH:35])[CH3:32])([C:24]2[CH:29]=[CH:28][CH:27]=[CH:26][CH:25]=2)[N:9]([C:10](=[O:15])[C@@H:11]([O:13][CH3:14])[CH3:12])[N:8]=1.